From a dataset of Full USPTO retrosynthesis dataset with 1.9M reactions from patents (1976-2016). Predict the reactants needed to synthesize the given product. (1) Given the product [CH2:19]([O:12][C:5]1[C:6]([C:8]([O:10][CH3:11])=[O:9])=[N:7][C:2]([Br:1])=[CH:3][CH:4]=1)[C:16]1[CH:17]=[CH:18][CH:13]=[CH:14][CH:15]=1, predict the reactants needed to synthesize it. The reactants are: [Br:1][C:2]1[N:7]=[C:6]([C:8]([O:10][CH3:11])=[O:9])[C:5]([OH:12])=[CH:4][CH:3]=1.[CH:13]1[CH:18]=[CH:17][C:16]([CH2:19]Br)=[CH:15][CH:14]=1.C([O-])([O-])=O.[K+].[K+].O. (2) Given the product [C:28]([O:27][P:21]([O:1][C:2]1[CH:3]=[CH:4][C:5]([CH2:8][C:9]([O:11][CH3:12])=[O:10])=[CH:6][CH:7]=1)([O:22][C:23]([CH3:24])([CH3:25])[CH3:26])=[O:34])([CH3:29])([CH3:30])[CH3:31], predict the reactants needed to synthesize it. The reactants are: [OH:1][C:2]1[CH:7]=[CH:6][C:5]([CH2:8][C:9]([O:11][CH3:12])=[O:10])=[CH:4][CH:3]=1.N1C=NN=N1.C(N(CC)[P:21]([O:27][C:28]([CH3:31])([CH3:30])[CH3:29])[O:22][C:23]([CH3:26])([CH3:25])[CH3:24])C.[OH:34]O. (3) The reactants are: Cl[CH2:2][C:3]([NH:5][C:6]1[CH:19]=[CH:18][C:9]2[O:10][C:11]3[CH2:17][CH2:16][CH2:15][CH2:14][CH2:13][C:12]=3[C:8]=2[CH:7]=1)=[O:4].[O:20]1[C:24]2([CH2:29][CH2:28][NH:27][CH2:26][CH2:25]2)[O:23][CH2:22][CH2:21]1.C(=O)([O-])[O-].[Cs+].[Cs+].FC(F)(F)C(O)=O. Given the product [O:20]1[C:24]2([CH2:29][CH2:28][N:27]([CH2:2][C:3]([NH:5][C:6]3[CH:19]=[CH:18][C:9]4[O:10][C:11]5[CH2:17][CH2:16][CH2:15][CH2:14][CH2:13][C:12]=5[C:8]=4[CH:7]=3)=[O:4])[CH2:26][CH2:25]2)[O:23][CH2:22][CH2:21]1, predict the reactants needed to synthesize it. (4) Given the product [CH3:4][NH:5][C@@H:6]1[C:11]2[CH:12]=[CH:13][CH:14]=[CH:15][C:10]=2[C@H:9]([C:16]2[CH:17]=[CH:18][C:19]([Cl:23])=[C:20]([Cl:22])[CH:21]=2)[CH2:8][CH2:7]1.[ClH:22], predict the reactants needed to synthesize it. The reactants are: O.[OH-].[Na+].[CH3:4][NH:5][C@@H:6]1[C:11]2[CH:12]=[CH:13][CH:14]=[CH:15][C:10]=2[C@H:9]([C:16]2[CH:17]=[CH:18][C:19]([Cl:23])=[C:20]([Cl:22])[CH:21]=2)[CH2:8][CH2:7]1.C([O-])(=O)C(C1C=CC=CC=1)O.